This data is from Reaction yield outcomes from USPTO patents with 853,638 reactions. The task is: Predict the reaction yield, written as a fraction of the theoretical maximum amount of product (1.0 means a 100% yield; for example, 0.34 means a 34% yield). (1) The yield is 0.560. The reactants are C1(P(N=[N+]=[N-])(C2C=CC=CC=2)=[O:8])C=CC=CC=1.[OH:18][C:19]1[C:24](C(O)=O)=[CH:23][CH:22]=[C:21]([CH3:28])[N:20]=1.C([N:31]([CH2:34]C)CC)C.[CH2:36]([OH:43])[C:37]1[CH:42]=[CH:41][CH:40]=[CH:39][CH:38]=1. The product is [CH2:36]([O:43][C:34]([NH:31][C:24]1[C:19](=[O:18])[NH:20][C:21]([CH3:28])=[CH:22][CH:23]=1)=[O:8])[C:37]1[CH:42]=[CH:41][CH:40]=[CH:39][CH:38]=1. The catalyst is O1CCOCC1. (2) The reactants are [CH2:1]([C:5]1[NH:9][C:8](=[O:10])[C:7]2([CH2:14][CH2:13][CH2:12][CH2:11]2)[N:6]=1)[CH2:2][CH2:3][CH3:4].CN(C)C=O.[OH-].[Na+].Br[CH2:23][C:24]1[CH:29]=[CH:28][C:27]([C:30]2[CH:35]=[CH:34][CH:33]=[CH:32][C:31]=2[C:36]#[N:37])=[CH:26][CH:25]=1. The catalyst is O.C(OC)(C)(C)C. The product is [CH2:1]([C:5]1[N:9]([CH2:23][C:24]2[CH:25]=[CH:26][C:27]([C:30]3[CH:35]=[CH:34][CH:33]=[CH:32][C:31]=3[C:36]#[N:37])=[CH:28][CH:29]=2)[C:8](=[O:10])[C:7]2([CH2:14][CH2:13][CH2:12][CH2:11]2)[N:6]=1)[CH2:2][CH2:3][CH3:4]. The yield is 0.860. (3) The reactants are [CH:1]1([N:7]2[C:12](=[O:13])[CH:11]=[C:10]([OH:14])[N:9]=[C:8]2[C:15]2[C:20]([Br:21])=[CH:19][CH:18]=[CH:17][C:16]=2[Br:22])[CH2:6][CH2:5][CH2:4][CH2:3][CH2:2]1.[Cl-].C[Al+]C.CCCCCC.[CH:33]1([NH2:39])CCCCC1.BrC1C=CC=C(Br)C=1C#N.C(OCC)(=O)[CH2:51][C:52]([O:54]CC)=[O:53].C[O-:62].[Na+].CO. The catalyst is O.COCCO.C1(C)C=CC=CC=1. The product is [CH:1]1([N:7]2[C:12](=[O:13])[C:11]([C:33]([NH:39][CH2:51][C:52]([OH:54])=[O:53])=[O:62])=[C:10]([OH:14])[N:9]=[C:8]2[C:15]2[C:20]([Br:21])=[CH:19][CH:18]=[CH:17][C:16]=2[Br:22])[CH2:6][CH2:5][CH2:4][CH2:3][CH2:2]1. The yield is 0.430. (4) The reactants are [CH3:1][O:2][C:3]1[CH:4]=[C:5]2[C:10](=[CH:11][C:12]=1[O:13][CH3:14])[N:9]=[CH:8][CH:7]=[C:6]2[O:15][C:16]1[CH:22]=[CH:21][C:19]([NH2:20])=[CH:18][CH:17]=1.Cl[C:24](Cl)([O:26][C:27](=[O:33])OC(Cl)(Cl)Cl)Cl.[CH:35]1(CO)[CH2:39][CH2:38][CH2:37][CH2:36]1.C(=O)(O)[O-].[Na+]. The catalyst is C(Cl)Cl.C(N(CC)CC)C.C1(C)C=CC=CC=1. The product is [CH3:1][O:2][C:3]1[CH:4]=[C:5]2[C:10](=[CH:11][C:12]=1[O:13][CH3:14])[N:9]=[CH:8][CH:7]=[C:6]2[O:15][C:16]1[CH:22]=[CH:21][C:19]([NH:20][C:27](=[O:33])[O:26][CH2:24][CH:35]2[CH2:39][CH2:38][CH2:37][CH2:36]2)=[CH:18][CH:17]=1. The yield is 0.540.